Dataset: Forward reaction prediction with 1.9M reactions from USPTO patents (1976-2016). Task: Predict the product of the given reaction. (1) Given the reactants [Br:1][C:2]1[CH:7]=[C:6]([CH:8]=O)[C:5]([O:10][CH2:11][C:12]([OH:14])=[O:13])=[C:4]([F:15])[CH:3]=1.C([O-])(=O)C.[Na+].[OH-].[Na+], predict the reaction product. The product is: [Br:1][C:2]1[CH:3]=[C:4]([F:15])[C:5]2[O:10][C:11]([C:12]([OH:14])=[O:13])=[CH:8][C:6]=2[CH:7]=1. (2) Given the reactants [F:1][C:2]1[CH:11]=[CH:10][CH:9]=[CH:8][C:3]=1[CH2:4][NH:5][CH2:6][CH3:7].[OH:12][C:13]1[CH:18]=[CH:17][C:16]([CH2:19][CH2:20][C:21](O)=[O:22])=[CH:15][CH:14]=1.F[B-](F)(F)F.N1(OC(N(C)C)=[N+](C)C)C2C=CC=CC=2N=N1.C(N(C(C)C)C(C)C)C, predict the reaction product. The product is: [CH2:6]([N:5]([CH2:4][C:3]1[CH:8]=[CH:9][CH:10]=[CH:11][C:2]=1[F:1])[C:21](=[O:22])[CH2:20][CH2:19][C:16]1[CH:17]=[CH:18][C:13]([OH:12])=[CH:14][CH:15]=1)[CH3:7].